This data is from Full USPTO retrosynthesis dataset with 1.9M reactions from patents (1976-2016). The task is: Predict the reactants needed to synthesize the given product. (1) Given the product [OH:3][C@H:4]1[C@@H:5]([OH:6])[CH2:7][CH2:8][CH2:9][C@@H:10]1[N:11]1[CH2:20][CH2:19][C:18]2[C:13](=[CH:14][C:15]([NH:34][C:35]([C:37]3[N:38]=[C:39]([CH:42]4[CH2:43][CH2:44]4)[O:40][CH:41]=3)=[O:36])=[C:16]([N:21]3[CH2:22][CH2:23][N:24]([C:27]4[CH:32]=[CH:31][CH:30]=[CH:29][C:28]=4[CH3:33])[CH2:25][CH2:26]3)[CH:17]=2)[C:12]1=[O:45], predict the reactants needed to synthesize it. The reactants are: CC1(C)[O:6][C@H:5]2[CH2:7][CH2:8][CH2:9][C@H:10]([N:11]3[CH2:20][CH2:19][C:18]4[C:13](=[CH:14][C:15]([NH:34][C:35]([C:37]5[N:38]=[C:39]([CH:42]6[CH2:44][CH2:43]6)[O:40][CH:41]=5)=[O:36])=[C:16]([N:21]5[CH2:26][CH2:25][N:24]([C:27]6[CH:32]=[CH:31][CH:30]=[CH:29][C:28]=6[CH3:33])[CH2:23][CH2:22]5)[CH:17]=4)[C:12]3=[O:45])[C@H:4]2[O:3]1.Cl. (2) Given the product [NH2:14][C:15]1[C:16]([C:25]#[C:26][C:2]2[N:3]([CH3:13])[N:4]=[C:5]3[C:10]=2[CH:9]=[CH:8][C:7]([O:11][CH3:12])=[CH:6]3)=[N:17][CH:18]=[CH:19][C:20]=1[C:21]([O:23][CH3:24])=[O:22], predict the reactants needed to synthesize it. The reactants are: I[C:2]1[N:3]([CH3:13])[N:4]=[C:5]2[C:10]=1[CH:9]=[CH:8][C:7]([O:11][CH3:12])=[CH:6]2.[NH2:14][C:15]1[C:16]([C:25]#[CH:26])=[N:17][CH:18]=[CH:19][C:20]=1[C:21]([O:23][CH3:24])=[O:22]. (3) Given the product [Cl:18][C:2]1[C:7]([C:8]([O:10][CH3:11])=[O:9])=[CH:6][N:5]=[CH:4][C:3]=1[C:12]([O:14][CH3:15])=[O:13], predict the reactants needed to synthesize it. The reactants are: O=[C:2]1[C:7]([C:8]([O:10][CH3:11])=[O:9])=[CH:6][NH:5][CH:4]=[C:3]1[C:12]([O:14][CH3:15])=[O:13].O=P(Cl)(Cl)[Cl:18]. (4) Given the product [CH3:1][N:2]([CH3:13])[CH2:3][CH2:4][O:5][C:6]1[CH:11]=[CH:10][C:9]([NH:12][C:29]([C:31]2[C:32]3[N:33]=[CH:34][CH:35]=[N:36][C:37]=3[C:38]([C:41]3[CH:46]=[C:45]([O:47][CH3:48])[CH:44]=[CH:43][C:42]=3[Cl:49])=[CH:39][CH:40]=2)=[O:30])=[CH:8][CH:7]=1, predict the reactants needed to synthesize it. The reactants are: [CH3:1][N:2]([CH3:13])[CH2:3][CH2:4][O:5][C:6]1[CH:11]=[CH:10][C:9]([NH2:12])=[CH:8][CH:7]=1.C(N1CCN(C2C=C(N[C:29]([C:31]3[C:32]4[N:33]=[CH:34][CH:35]=[N:36][C:37]=4[C:38]([C:41]4[CH:46]=[C:45]([O:47][CH3:48])[CH:44]=[CH:43][C:42]=4[Cl:49])=[CH:39][CH:40]=3)=[O:30])C=CC=2)CC1)C.